Dataset: Forward reaction prediction with 1.9M reactions from USPTO patents (1976-2016). Task: Predict the product of the given reaction. (1) The product is: [C:19]([O:18][C:16]([N:13]1[CH2:14][CH2:15][CH:10]([N:9]([CH2:24][C:25]2[CH:30]=[CH:29][N:28]=[C:27]([C:31]3[CH:36]=[CH:35][CH:34]=[CH:33][C:32]=3[F:37])[CH:26]=2)[C:6]2[CH:5]=[CH:4][C:3]([O:2][CH3:1])=[CH:8][CH:7]=2)[CH2:11][CH2:12]1)=[O:17])([CH3:22])([CH3:21])[CH3:20]. Given the reactants [CH3:1][O:2][C:3]1[CH:8]=[CH:7][C:6]([NH:9][CH:10]2[CH2:15][CH2:14][N:13]([C:16]([O:18][C:19]([CH3:22])([CH3:21])[CH3:20])=[O:17])[CH2:12][CH2:11]2)=[CH:5][CH:4]=1.Cl[CH2:24][C:25]1[CH:30]=[CH:29][N:28]=[C:27]([C:31]2[CH:36]=[CH:35][CH:34]=[CH:33][C:32]=2[F:37])[CH:26]=1, predict the reaction product. (2) Given the reactants [Cl:1][C:2]1[CH:3]=[CH:4][C:5]([NH:14][C:15]2[N:19]([CH3:20])[C:18]3[C:21]([N:25]([CH2:29][CH2:30][CH3:31])[CH2:26][CH2:27][CH3:28])=[CH:22][CH:23]=[CH:24][C:17]=3[N:16]=2)=[C:6]([CH:13]=1)[O:7][CH2:8][CH2:9][CH2:10][C:11]#N.[OH-:32].[Na+].[OH2:34], predict the reaction product. The product is: [Cl:1][C:2]1[CH:3]=[CH:4][C:5]([NH:14][C:15]2[N:19]([CH3:20])[C:18]3[C:21]([N:25]([CH2:29][CH2:30][CH3:31])[CH2:26][CH2:27][CH3:28])=[CH:22][CH:23]=[CH:24][C:17]=3[N:16]=2)=[C:6]([CH:13]=1)[O:7][CH2:8][CH2:9][CH2:10][C:11]([OH:34])=[O:32]. (3) Given the reactants [F:1][C:2]1[CH:7]=[CH:6][C:5]([F:8])=[CH:4][C:3]=1[N:9]1[CH2:14][CH2:13][NH:12][CH2:11][CH2:10]1.Cl[CH2:16][C@@H:17]([N:19]1[C:28](=[O:29])[CH2:27][C:22]2([CH2:26][CH2:25][CH2:24][CH2:23]2)[CH2:21][C:20]1=[O:30])[CH3:18], predict the reaction product. The product is: [F:1][C:2]1[CH:7]=[CH:6][C:5]([F:8])=[CH:4][C:3]=1[N:9]1[CH2:10][CH2:11][N:12]([CH2:18][C@@H:17]([N:19]2[C:28](=[O:29])[CH2:27][C:22]3([CH2:26][CH2:25][CH2:24][CH2:23]3)[CH2:21][C:20]2=[O:30])[CH3:16])[CH2:13][CH2:14]1.